This data is from Peptide-MHC class II binding affinity with 134,281 pairs from IEDB. The task is: Regression. Given a peptide amino acid sequence and an MHC pseudo amino acid sequence, predict their binding affinity value. This is MHC class II binding data. The peptide sequence is LLTSGMVIFFMSPKGK. The MHC is HLA-DQA10501-DQB10402 with pseudo-sequence HLA-DQA10501-DQB10402. The binding affinity (normalized) is 0.600.